This data is from Full USPTO retrosynthesis dataset with 1.9M reactions from patents (1976-2016). The task is: Predict the reactants needed to synthesize the given product. Given the product [Br:9][C:5]1[CH:6]=[C:7]([NH2:8])[C:2]([C:15]2[CH:16]=[CH:17][C:12]([O:11][CH3:10])=[CH:13][CH:14]=2)=[N:3][CH:4]=1, predict the reactants needed to synthesize it. The reactants are: Br[C:2]1[C:7]([NH2:8])=[CH:6][C:5]([Br:9])=[CH:4][N:3]=1.[CH3:10][O:11][C:12]1[CH:17]=[CH:16][C:15](B(O)O)=[CH:14][CH:13]=1.C(=O)([O-])[O-].[Na+].[Na+].